This data is from Full USPTO retrosynthesis dataset with 1.9M reactions from patents (1976-2016). The task is: Predict the reactants needed to synthesize the given product. Given the product [CH:28]1([CH2:27][N:15]([C:16]2[CH:21]=[CH:20][C:19]([F:22])=[C:18]([C:23]([F:26])([F:24])[F:25])[CH:17]=2)[C:13](=[O:14])[NH:12][C:10]2[S:11][C:7]([S:6][CH2:5][C:4]([OH:33])=[O:3])=[CH:8][N:9]=2)[CH2:32][CH2:31][CH2:30][CH2:29]1, predict the reactants needed to synthesize it. The reactants are: C([O:3][C:4](=[O:33])[CH2:5][S:6][C:7]1[S:11][C:10]([NH:12][C:13]([N:15]([CH2:27][CH:28]2[CH2:32][CH2:31][CH2:30][CH2:29]2)[C:16]2[CH:21]=[CH:20][C:19]([F:22])=[C:18]([C:23]([F:26])([F:25])[F:24])[CH:17]=2)=[O:14])=[N:9][CH:8]=1)C.C1(CN(C2C=CC(S(C)(=O)=O)=CC=2)C(=O)NC2SC=C(CC(O)=O)N=2)CCCC1.C1(CNC2C=CC(F)=C(C(F)(F)F)C=2)CCCC1.C(OC(=O)CSC1SC(N)=NC=1)C.